Dataset: Forward reaction prediction with 1.9M reactions from USPTO patents (1976-2016). Task: Predict the product of the given reaction. (1) Given the reactants [C:1]([C:4]1[CH:5]=[C:6]([CH:10]=[CH:11][CH:12]=1)[C:7]([OH:9])=[O:8])(=O)[CH3:2].Cl.[NH2:14][OH:15].C([O-])(=O)C.[Na+].O, predict the reaction product. The product is: [OH:15][N:14]=[C:1]([C:4]1[CH:5]=[C:6]([CH:10]=[CH:11][CH:12]=1)[C:7]([OH:9])=[O:8])[CH3:2]. (2) Given the reactants [Cl:1][C:2]1[CH:7]=[CH:6][C:5]([CH:8]([C:18]2[CH:23]=[CH:22][CH:21]=[CH:20][CH:19]=2)[N:9]2[CH2:14][CH2:13][N:12]([CH2:15][CH2:16][OH:17])[CH2:11][CH2:10]2)=[CH:4][CH:3]=1.[OH-].[K+].Cl[CH2:27][C:28]([O-:30])=[O:29].[Na+].O, predict the reaction product. The product is: [Cl:1][C:2]1[CH:3]=[CH:4][C:5]([CH:8]([C:18]2[CH:19]=[CH:20][CH:21]=[CH:22][CH:23]=2)[N:9]2[CH2:10][CH2:11][N:12]([CH2:15][CH2:16][O:17][CH2:27][C:28]([OH:30])=[O:29])[CH2:13][CH2:14]2)=[CH:6][CH:7]=1. (3) The product is: [CH2:17]([O:19][C:20](=[O:21])[CH2:15][C:14](=[O:16])[C:9]1[CH:10]=[CH:11][CH:12]=[CH:13][C:8]=1[O:7][CH2:6][CH:2]1[CH2:3][CH2:4][CH2:5][O:1]1)[CH3:18]. Given the reactants [O:1]1[CH2:5][CH2:4][CH2:3][CH:2]1[CH2:6][O:7][C:8]1[CH:13]=[CH:12][CH:11]=[CH:10][C:9]=1[C:14](=[O:16])[CH3:15].[CH2:17]([O:19][C:20](=O)[O:21]CC)[CH3:18].[H-].[Na+].CC(O)=O, predict the reaction product. (4) Given the reactants [Cl:1][C:2]1[CH:3]=[C:4]2[C:10]([C:11]3[N:16]=[C:15]([NH:17][CH:18]4[CH2:23][CH2:22][CH2:21][CH:20]([C:24]([OH:26])=O)[CH:19]4[OH:27])[C:14]([F:28])=[CH:13][N:12]=3)=[CH:9][N:8]([S:29]([C:32]3[CH:37]=[CH:36][C:35]([CH3:38])=[CH:34][CH:33]=3)(=[O:31])=[O:30])[C:5]2=[N:6][CH:7]=1.[CH3:39][CH2:40][N:41](C(C)C)C(C)C.Cl.C(N)C.CN(C(ON1N=NC2C=CC=NC1=2)=[N+](C)C)C.F[P-](F)(F)(F)(F)F, predict the reaction product. The product is: [Cl:1][C:2]1[CH:3]=[C:4]2[C:10]([C:11]3[N:16]=[C:15]([NH:17][CH:18]4[CH2:23][CH2:22][CH2:21][CH:20]([C:24]([NH:41][CH2:40][CH3:39])=[O:26])[CH:19]4[OH:27])[C:14]([F:28])=[CH:13][N:12]=3)=[CH:9][N:8]([S:29]([C:32]3[CH:37]=[CH:36][C:35]([CH3:38])=[CH:34][CH:33]=3)(=[O:30])=[O:31])[C:5]2=[N:6][CH:7]=1. (5) Given the reactants Br[C:2]1[CH:7]=[CH:6][C:5]([C:8]2[CH:13]=[CH:12][C:11]([Br:14])=[CH:10][CH:9]=2)=[CH:4][CH:3]=1.C(=O)([O-])[O-].[Cs+].[Cs+].[NH:21]1[CH2:25][CH2:24][C@@H:23]2[CH2:26][N:27]([C:29]([O:31][CH2:32][CH3:33])=[O:30])[CH2:28][C@H:22]12, predict the reaction product. The product is: [Br:14][C:11]1[CH:12]=[CH:13][C:8]([C:5]2[CH:6]=[CH:7][C:2]([N:21]3[CH2:25][CH2:24][C@@H:23]4[CH2:26][N:27]([C:29]([O:31][CH2:32][CH3:33])=[O:30])[CH2:28][C@H:22]34)=[CH:3][CH:4]=2)=[CH:9][CH:10]=1. (6) Given the reactants [C:1]([OH:5])(=[O:4])C=C.[CH2:6]([O:10][CH:11]1[CH2:16][CH2:15][CH2:14][CH2:13][O:12]1)[CH2:7][CH:8]=[CH2:9], predict the reaction product. The product is: [O:12]1[CH2:13][CH2:14][CH2:15][CH2:16][CH:11]1[O:10][CH2:6][CH2:7][CH:8]=[CH:9][C:1]([OH:5])=[O:4]. (7) Given the reactants CON(C)[C:4](=[O:16])[C:5]([NH:8][C:9](=[O:15])[O:10][C:11]([CH3:14])([CH3:13])[CH3:12])([CH3:7])[CH3:6].[CH3:18][Li].[NH4+].[Cl-], predict the reaction product. The product is: [CH3:7][C:5]([NH:8][C:9](=[O:15])[O:10][C:11]([CH3:12])([CH3:13])[CH3:14])([C:4](=[O:16])[CH3:18])[CH3:6]. (8) Given the reactants C[Si](C)(C)Cl.Br[CH2:7][C:8]([O:10]C)=[O:9].[CH:12](=[O:20])[CH2:13][CH2:14][CH2:15][CH2:16][CH2:17][CH2:18][CH3:19].Cl.[OH-].[K+], predict the reaction product. The product is: [OH:20][CH:12]([CH2:13][CH2:14][CH2:15][CH2:16][CH2:17][CH2:18][CH3:19])[CH2:7][C:8]([OH:10])=[O:9].